Task: Predict which catalyst facilitates the given reaction.. Dataset: Catalyst prediction with 721,799 reactions and 888 catalyst types from USPTO (1) Reactant: [CH2:1]([O:3][C:4]([C:6]1[CH:18]=[CH:17][CH:16]=[CH:15][C:7]=1OCCCC(O)=O)=[O:5])[CH3:2].C1CN([P+](ON2N=NC3C=CC=CC2=3)(N2CCCC2)N2CCCC2)CC1.F[P-](F)(F)(F)(F)F.O.[OH:53][C:54]1C2N=NNC=2[CH:57]=[CH:56][CH:55]=1.CN1CCOCC1.[NH:70]1[C:78]2[CH2:77][CH2:76][NH:75][CH2:74][C:73]=2[N:72]=[C:71]1[CH:79]([C:81]1[NH:82][C:83]2[CH:89]=[C:88]([NH:90][C:91]([NH2:93])=[NH:92])[CH:87]=[CH:86][C:84]=2[N:85]=1)[CH3:80]. Product: [NH:90]([C:88]1[CH:87]=[CH:86][C:84]2[NH:85][C:81]([CH:79]([C:71]3[NH:70][C:78]4[CH2:77][CH2:76][N:75]([C:54](=[O:53])[CH2:55][CH2:56][CH2:57][C:7]5[CH:15]=[CH:16][CH:17]=[CH:18][C:6]=5[C:4]([O:3][CH2:1][CH3:2])=[O:5])[CH2:74][C:73]=4[N:72]=3)[CH3:80])=[N:82][C:83]=2[CH:89]=1)[C:91]([NH2:93])=[NH:92]. The catalyst class is: 9. (2) Reactant: [Br:1][C:2]1[CH:7]=[CH:6][C:5]([OH:8])=[C:4]([N+:9]([O-])=O)[CH:3]=1.C([O-])(O)=O.[Na+]. Product: [NH2:9][C:4]1[CH:3]=[C:2]([Br:1])[CH:7]=[CH:6][C:5]=1[OH:8]. The catalyst class is: 40. (3) Reactant: [CH3:1][N:2]1[CH2:7][CH2:6][NH:5][C:4]([CH3:9])([CH3:8])[C:3]1=[O:10].[C:11]([CH:13]=[C:14]([O:19][CH2:20][C:21](O)=[O:22])[C:15]([CH3:18])([CH3:17])[CH3:16])#[N:12].P(Cl)(Cl)(Cl)(Cl)Cl. Product: [CH3:16][C:15]([CH3:18])([CH3:17])[C:14]([O:19][CH2:20][C:21](=[O:22])[N:5]1[CH2:6][CH2:7][N:2]([CH3:1])[C:3](=[O:10])[C:4]1([CH3:9])[CH3:8])=[CH:13][C:11]#[N:12]. The catalyst class is: 2. (4) Reactant: [Br:1][C:2]1[C:11]2[C:6](=[C:7]([Cl:12])[CH:8]=[CH:9][CH:10]=2)[CH:5]=[CH:4][C:3]=1[CH:13]=O.[OH-].[K+].O.NN.O. Product: [Br:1][C:2]1[C:11]2[C:6](=[C:7]([Cl:12])[CH:8]=[CH:9][CH:10]=2)[CH:5]=[CH:4][C:3]=1[CH3:13]. The catalyst class is: 831. (5) The catalyst class is: 13. Reactant: [N+:1]([C:4]1[CH:5]=[C:6]([N:10]2[CH:14]=[C:13]([Si](C)(C)C)[N:12]=[N:11]2)[CH:7]=[CH:8][CH:9]=1)([O-:3])=[O:2].C1COCC1. Product: [N+:1]([C:4]1[CH:5]=[C:6]([N:10]2[CH:14]=[CH:13][N:12]=[N:11]2)[CH:7]=[CH:8][CH:9]=1)([O-:3])=[O:2]. (6) Reactant: [CH2:1]([N:3]1[C:7]2=[N:8][C:9]([CH2:48][CH3:49])=[C:10]([CH2:19][NH:20][C:21]([C:23]3[CH:28]=[CH:27][CH:26]=[C:25]([C:29]([NH:31][CH2:32][C:33]4[C:34]([CH3:47])=[C:35]([C:39]5[CH:44]=[CH:43][CH:42]=[C:41]([CH:45]=O)[CH:40]=5)[CH:36]=[CH:37][CH:38]=4)=[O:30])[CH:24]=3)=[O:22])[C:11]([NH:12][CH:13]3[CH2:18][CH2:17][O:16][CH2:15][CH2:14]3)=[C:6]2[CH:5]=[N:4]1)[CH3:2].[CH3:50][N:51]1[CH2:57][CH2:56][CH2:55][NH:54][CH2:53][CH2:52]1.C(O[BH-](OC(=O)C)OC(=O)C)(=O)C.[Na+].CC(O)=O. The catalyst class is: 26. Product: [CH2:1]([N:3]1[C:7]2=[N:8][C:9]([CH2:48][CH3:49])=[C:10]([CH2:19][NH:20][C:21]([C:23]3[CH:28]=[CH:27][CH:26]=[C:25]([C:29]([NH:31][CH2:32][C:33]4[C:34]([CH3:47])=[C:35]([C:39]5[CH:44]=[CH:43][CH:42]=[C:41]([CH2:45][N:54]6[CH2:55][CH2:56][CH2:57][N:51]([CH3:50])[CH2:52][CH2:53]6)[CH:40]=5)[CH:36]=[CH:37][CH:38]=4)=[O:30])[CH:24]=3)=[O:22])[C:11]([NH:12][CH:13]3[CH2:18][CH2:17][O:16][CH2:15][CH2:14]3)=[C:6]2[CH:5]=[N:4]1)[CH3:2]. (7) Reactant: [NH2:1][CH:2]([CH2:7][C:8]1[CH:13]=[CH:12][C:11]([Br:14])=[CH:10][CH:9]=1)[C:3]([O:5][CH3:6])=[O:4].[CH3:15][C:16]([O:19][C:20](O[C:20]([O:19][C:16]([CH3:18])([CH3:17])[CH3:15])=[O:21])=[O:21])([CH3:18])[CH3:17]. Product: [Br:14][C:11]1[CH:10]=[CH:9][C:8]([CH2:7][CH:2]([NH:1][C:20]([O:19][C:16]([CH3:18])([CH3:17])[CH3:15])=[O:21])[C:3]([O:5][CH3:6])=[O:4])=[CH:13][CH:12]=1. The catalyst class is: 2. (8) Reactant: Cl.[Br:2][C:3]1[CH:8]=[CH:7][C:6]([F:9])=[CH:5][C:4]=1[NH:10][NH2:11].BrC1C=CC(F)=CC=1N.C(Cl)Cl.[OH-].[Na+]. Product: [Br:2][C:3]1[CH:8]=[CH:7][C:6]([F:9])=[CH:5][C:4]=1[NH:10][NH2:11]. The catalyst class is: 6. (9) Reactant: N([O-])=O.[Na+].[CH2:5]([C:9]1[CH:10]=[C:11]([NH2:15])[CH:12]=[CH:13][CH:14]=1)[CH2:6][CH2:7][CH3:8].O.O.Cl[Sn]Cl.[NH:21](C1C=C(Cl)C=CC=1)N.[C:30](O)(=O)/[C:31](=[C:33](\[CH:35]=[O:36])/[Cl:34])/[Cl:32]. Product: [CH2:5]([C:9]1[CH:10]=[C:11]([N:15]2[C:35](=[O:36])[C:33]([Cl:34])=[C:31]([Cl:32])[CH:30]=[N:21]2)[CH:12]=[CH:13][CH:14]=1)[CH2:6][CH2:7][CH3:8]. The catalyst class is: 223. (10) Product: [Cl:24][C:25]1[CH:34]=[CH:33][C:28]([C:29]([NH:31][NH:32][C:3]([NH:2][CH3:1])=[O:4])=[O:30])=[CH:27][CH:26]=1. The catalyst class is: 4. Reactant: [CH3:1][NH:2][C:3](=O)[O:4]C1C=CC([N+]([O-])=O)=CC=1.C(N(CC)C(C)C)(C)C.[Cl:24][C:25]1[CH:34]=[CH:33][C:28]([C:29]([NH:31][NH2:32])=[O:30])=[CH:27][CH:26]=1.